This data is from Reaction yield outcomes from USPTO patents with 853,638 reactions. The task is: Predict the reaction yield, written as a fraction of the theoretical maximum amount of product (1.0 means a 100% yield; for example, 0.34 means a 34% yield). (1) The reactants are Br[C:2]1[CH:7]=[CH:6][N:5]2[C:8]3[CH:14]=[CH:13][CH:12]=[CH:11][C:9]=3[N:10]=[C:4]2[N:3]=1.[C:15]([C:17]1[CH:22]=[CH:21][C:20](B(O)O)=[CH:19][C:18]=1[F:26])#[N:16]. No catalyst specified. The product is [N:3]1[C:4]2[N:5]([C:8]3[CH:14]=[CH:13][CH:12]=[CH:11][C:9]=3[N:10]=2)[CH:6]=[CH:7][C:2]=1[C:20]1[CH:21]=[CH:22][C:17]([C:15]#[N:16])=[C:18]([F:26])[CH:19]=1. The yield is 0.350. (2) The yield is 0.900. The catalyst is C(Cl)Cl. The product is [Br:1][C:2]1[CH:3]=[CH:4][C:5]2[C:6](=[C:16]3[CH2:22][CH:21]4[N:23]([C:35](=[O:36])[C:34]([F:45])([F:44])[F:33])[CH:18]([CH2:19][CH2:20]4)[CH2:17]3)[C:7]3[C:12]([O:13][C:14]=2[CH:15]=1)=[CH:11][CH:10]=[CH:9][CH:8]=3. The reactants are [Br:1][C:2]1[CH:3]=[CH:4][C:5]2[C:6](=[C:16]3[CH2:22][CH:21]4[NH:23][CH:18]([CH2:19][CH2:20]4)[CH2:17]3)[C:7]3[C:12]([O:13][C:14]=2[CH:15]=1)=[CH:11][CH:10]=[CH:9][CH:8]=3.C(N(C(C)C)CC)(C)C.[F:33][C:34]([F:45])([F:44])[C:35](O[C:35](=[O:36])[C:34]([F:45])([F:44])[F:33])=[O:36].